Dataset: Full USPTO retrosynthesis dataset with 1.9M reactions from patents (1976-2016). Task: Predict the reactants needed to synthesize the given product. (1) Given the product [Br:1][C:2]1[CH:7]=[C:6]([N+:10]([O-:12])=[O:11])[C:5]([F:8])=[CH:4][C:3]=1[F:9], predict the reactants needed to synthesize it. The reactants are: [Br:1][C:2]1[CH:7]=[CH:6][C:5]([F:8])=[CH:4][C:3]=1[F:9].[N+:10]([O-])([OH:12])=[O:11]. (2) Given the product [C:1]([C:4]1[CH:13]([C:14]2[CH:21]=[CH:20][C:17]([C:18]#[N:19])=[CH:16][C:15]=2[Cl:22])[C:12]2[C:7](=[CH:8][CH:9]=[N:10][C:11]=2[O:23][CH2:33][CH3:34])[NH:6][C:5]=1[CH3:24])(=[O:3])[CH3:2], predict the reactants needed to synthesize it. The reactants are: [C:1]([C:4]1[CH:13]([C:14]2[CH:21]=[CH:20][C:17]([C:18]#[N:19])=[CH:16][C:15]=2[Cl:22])[C:12]2[C:11](=[O:23])[NH:10][CH:9]=[CH:8][C:7]=2[NH:6][C:5]=1[CH3:24])(=[O:3])[CH3:2].ClCCl.F[B-](F)(F)F.[CH2:33]([O+](CC)CC)[CH3:34].CO.